Task: Predict the product of the given reaction.. Dataset: Forward reaction prediction with 1.9M reactions from USPTO patents (1976-2016) (1) Given the reactants [C:1]1([C:7](=O)[CH2:8][CH:9]([C:12]#[N:13])[C:10]#[N:11])[CH:6]=[CH:5][CH:4]=[CH:3][CH:2]=1.C(N(CC)CC)C.CO.[CH:24]1[C:33]2[C:28](=[CH:29][CH:30]=[CH:31][CH:32]=2)[CH:27]=[CH:26][C:25]=1[SH:34], predict the reaction product. The product is: [CH:24]1[C:33]2[C:28](=[CH:29][CH:30]=[CH:31][CH:32]=2)[CH:27]=[CH:26][C:25]=1[S:34][C:10]1[NH:11][C:7]([C:1]2[CH:6]=[CH:5][CH:4]=[CH:3][CH:2]=2)=[CH:8][C:9]=1[C:12]#[N:13]. (2) Given the reactants [F:1][C:2]([F:13])([F:12])[C:3]1[C:11]2[CH2:10][CH2:9][CH2:8][CH2:7][C:6]=2[NH:5][N:4]=1.C(=O)([O-])[O-].[K+].[K+].Br[C:21]1[CH:26]=[CH:25][C:24]([C:27]2[N:28]=[CH:29][N:30]([CH3:32])[CH:31]=2)=[CH:23][CH:22]=1.CN(C)CC(O)=O, predict the reaction product. The product is: [CH3:32][N:30]1[CH:31]=[C:27]([C:24]2[CH:23]=[CH:22][C:21]([N:5]3[C:6]4[CH2:7][CH2:8][CH2:9][CH2:10][C:11]=4[C:3]([C:2]([F:1])([F:12])[F:13])=[N:4]3)=[CH:26][CH:25]=2)[N:28]=[CH:29]1. (3) Given the reactants [CH:1]([C:4]1[N:5]=[C:6]([CH2:9]O)[S:7][CH:8]=1)([CH3:3])[CH3:2].C1OCCOCCOCCOCCOCCOC1.[H-].[Na+].[CH:31]1([N:34]2[C:43]3[C:38](=[CH:39][C:40]([F:45])=[C:41](F)[CH:42]=3)[C:37](=[O:46])[C:36](/[CH:47]=[CH:48]/[C:49]([O:51][C:52]([CH3:55])([CH3:54])[CH3:53])=[O:50])=[CH:35]2)[CH2:33][CH2:32]1.[Cl-].[NH4+], predict the reaction product. The product is: [CH:31]1([N:34]2[C:43]3[C:38](=[CH:39][C:40]([F:45])=[C:41]([CH2:9][C:6]4[S:7][CH:8]=[C:4]([CH:1]([CH3:2])[CH3:3])[N:5]=4)[CH:42]=3)[C:37](=[O:46])[C:36](/[CH:47]=[CH:48]/[C:49]([O:51][C:52]([CH3:55])([CH3:54])[CH3:53])=[O:50])=[CH:35]2)[CH2:33][CH2:32]1. (4) Given the reactants Br[CH2:2][C:3]([C:5]1[S:9][C:8]2[CH:10]=[CH:11][C:12]([Cl:14])=[CH:13][C:7]=2[C:6]=1[CH3:15])=[O:4].[Cl:16][C:17]1[CH:22]=[CH:21][C:20]([CH2:23][SH:24])=[CH:19][CH:18]=1, predict the reaction product. The product is: [Cl:14][C:12]1[CH:11]=[CH:10][C:8]2[S:9][C:5]([C:3](=[O:4])[CH2:2][S:24][CH2:23][C:20]3[CH:21]=[CH:22][C:17]([Cl:16])=[CH:18][CH:19]=3)=[C:6]([CH3:15])[C:7]=2[CH:13]=1. (5) The product is: [Cl:28][C:3]1[C:2]([O:31][CH2:30][CH3:29])=[N:27][C:6]2[N:7]=[C:8]([N:14]3[CH2:15][CH2:16][N:17]([C:20]([O:22][C:23]([CH3:24])([CH3:26])[CH3:25])=[O:21])[CH2:18][CH2:19]3)[C:9]3[N:10]([CH:11]=[N:12][N:13]=3)[C:5]=2[CH:4]=1. Given the reactants Cl[C:2]1[C:3]([Cl:28])=[CH:4][C:5]2[N:10]3[CH:11]=[N:12][N:13]=[C:9]3[C:8]([N:14]3[CH2:19][CH2:18][N:17]([C:20]([O:22][C:23]([CH3:26])([CH3:25])[CH3:24])=[O:21])[CH2:16][CH2:15]3)=[N:7][C:6]=2[N:27]=1.[CH3:29][CH2:30][O-:31].[Na+], predict the reaction product. (6) Given the reactants Cl[C:2]1[CH:3]=[CH:4][C:5]([N+:14]([O-:16])=[O:15])=[C:6]([N:8]2[CH2:13][CH2:12][CH2:11][CH2:10][CH2:9]2)[CH:7]=1.[NH:17]1[CH:21]=[CH:20][N:19]=[CH:18]1.[OH-].[K+].O, predict the reaction product. The product is: [N:17]1([C:2]2[CH:3]=[CH:4][C:5]([N+:14]([O-:16])=[O:15])=[C:6]([N:8]3[CH2:13][CH2:12][CH2:11][CH2:10][CH2:9]3)[CH:7]=2)[CH:21]=[CH:20][N:19]=[CH:18]1. (7) Given the reactants C1(C(=O)C([O:10][CH:11]([CH3:24])[CH2:12][CH:13]([O:15][C:16](=[O:23])[C:17]2[CH:22]=[CH:21][CH:20]=[CH:19][CH:18]=2)[CH3:14])=O)C=CC=CC=1.C1(P(OC(C)CC(OC(=O)C2C=CC=CC=2)C)(C2C=CC=CC=2)=O)C=CC=CC=1, predict the reaction product. The product is: [C:16]([O:15][CH:13]([CH2:12][CH:11]([OH:10])[CH3:24])[CH3:14])(=[O:23])[C:17]1[CH:22]=[CH:21][CH:20]=[CH:19][CH:18]=1. (8) The product is: [ClH:39].[C:1]([C:3]1[N:8]=[N:7][CH:6]=[C:5]([N:9]2[CH:13]=[CH:12][C:11]([N:14]3[CH2:19][C@@H:18]([CH3:20])[O:17][C@H:16]([C@@H:21]([OH:29])[C:22]([OH:24])=[O:23])[C:15]3=[O:30])=[N:10]2)[CH:4]=1)#[N:2]. Given the reactants [C:1]([C:3]1[N:8]=[N:7][CH:6]=[C:5]([N:9]2[CH:13]=[CH:12][C:11]([N:14]3[CH2:19][C@@H:18]([CH3:20])[O:17][C@H:16]([C@@H:21]([OH:29])[C:22]([O:24]C(C)(C)C)=[O:23])[C:15]3=[O:30])=[N:10]2)[CH:4]=1)#[N:2].FC(F)(F)C(O)=O.C(Cl)[Cl:39], predict the reaction product.